This data is from Peptide-MHC class I binding affinity with 185,985 pairs from IEDB/IMGT. The task is: Regression. Given a peptide amino acid sequence and an MHC pseudo amino acid sequence, predict their binding affinity value. This is MHC class I binding data. (1) The peptide sequence is SALALGHPA. The MHC is H-2-Db with pseudo-sequence H-2-Db. The binding affinity (normalized) is 0.484. (2) The peptide sequence is SMNYPNSYK. The MHC is HLA-A25:01 with pseudo-sequence HLA-A25:01. The binding affinity (normalized) is 0.0847. (3) The peptide sequence is LLLDDFVEI. The MHC is HLA-A02:01 with pseudo-sequence HLA-A02:01. The binding affinity (normalized) is 0.913.